This data is from Reaction yield outcomes from USPTO patents with 853,638 reactions. The task is: Predict the reaction yield, written as a fraction of the theoretical maximum amount of product (1.0 means a 100% yield; for example, 0.34 means a 34% yield). (1) The reactants are [CH3:1][O:2][CH2:3][CH2:4][O:5][CH2:6][CH2:7][N:8]1[C:20]2[CH:19]=[CH:18][C:17]([CH:21]=O)=[CH:16][C:15]=2[C:14]2[C:9]1=[CH:10][CH:11]=[CH:12][CH:13]=2.[Cl-:23].[OH:24][CH2:25][CH2:26][N+:27]1[C:36]2[C:31](=[CH:32][CH:33]=[CH:34][CH:35]=2)[C:30]([CH3:37])=[CH:29][CH:28]=1.N1CCCCC1. The catalyst is C(O)C. The product is [Cl-:23].[OH:24][CH2:25][CH2:26][N+:27]1[C:36]2[C:31](=[CH:32][CH:33]=[CH:34][CH:35]=2)[C:30](/[CH:37]=[CH:21]/[C:17]2[CH:18]=[CH:19][C:20]3[N:8]([CH2:7][CH2:6][O:5][CH2:4][CH2:3][O:2][CH3:1])[C:9]4[C:14]([C:15]=3[CH:16]=2)=[CH:13][CH:12]=[CH:11][CH:10]=4)=[CH:29][CH:28]=1. The yield is 0.620. (2) The reactants are [O:1]1[C:10]2[C:5](=[CH:6][CH:7]=[CH:8][CH:9]=2)[CH:4]=[CH:3][CH2:2]1. The catalyst is [Pd].C(O)(=O)C. The product is [O:1]1[C:10]2[C:5](=[CH:6][CH:7]=[CH:8][CH:9]=2)[CH2:4][CH2:3][CH2:2]1. The yield is 0.980. (3) The reactants are [N:1]1[CH:6]=[CH:5][C:4]([C:7]2[NH:11][NH:10][C:9](=[O:12])[C:8]=2[C:13]2[CH:18]=[CH:17][C:16]([O:19][CH2:20][C:21]3[CH:30]=[CH:29][C:28]4[C:23](=[CH:24][CH:25]=[CH:26][CH:27]=4)[N:22]=3)=[CH:15][CH:14]=2)=[CH:3][CH:2]=1.[CH3:31]NN. No catalyst specified. The yield is 0.150. The product is [CH3:31][N:10]1[C:9](=[O:12])[C:8]([C:13]2[CH:14]=[CH:15][C:16]([O:19][CH2:20][C:21]3[CH:30]=[CH:29][C:28]4[C:23](=[CH:24][CH:25]=[CH:26][CH:27]=4)[N:22]=3)=[CH:17][CH:18]=2)=[C:7]([C:4]2[CH:5]=[CH:6][N:1]=[CH:2][CH:3]=2)[NH:11]1. (4) The reactants are CS(O[CH2:6][C:7]([CH3:12])([CH3:11])[C:8](=[O:10])[CH3:9])(=O)=O.[F:13][C:14]([F:23])([F:22])[C:15]1[CH:20]=[CH:19][C:18]([SH:21])=[CH:17][CH:16]=1.C([O-])([O-])=O.[K+].[K+]. The catalyst is O1CCCC1. The product is [CH3:12][C:7]([CH3:11])([CH2:6][S:21][C:18]1[CH:17]=[CH:16][C:15]([C:14]([F:13])([F:22])[F:23])=[CH:20][CH:19]=1)[C:8](=[O:10])[CH3:9]. The yield is 0.522. (5) The reactants are Br[C:2]1[CH:3]=[C:4]2[C:10]([C:11]3[S:12][CH:13]=[CH:14][N:15]=3)=[CH:9][N:8](S(C3C=CC(C)=CC=3)(=O)=O)[C:5]2=[N:6][CH:7]=1.[N:26]1[CH:31]=[CH:30][CH:29]=[C:28](B(O)O)[CH:27]=1.C(#N)C.C([O-])(O)=O.[Na+]. The catalyst is C(OCC)(=O)C. The product is [N:26]1[CH:31]=[CH:30][CH:29]=[C:28]([C:2]2[CH:3]=[C:4]3[C:10]([C:11]4[S:12][CH:13]=[CH:14][N:15]=4)=[CH:9][NH:8][C:5]3=[N:6][CH:7]=2)[CH:27]=1. The yield is 0.760. (6) The reactants are [N:1]12[CH2:8][CH2:7][C:4]([C:9]([C:17]3[CH:22]=[CH:21][CH:20]=[CH:19][CH:18]=3)([C:11]3[CH:16]=[CH:15][CH:14]=[CH:13][CH:12]=3)[OH:10])([CH2:5][CH2:6]1)[CH2:3][CH2:2]2.[Br:23][CH3:24]. The catalyst is CC#N. The product is [Br-:23].[OH:10][C:9]([C:17]1[CH:22]=[CH:21][CH:20]=[CH:19][CH:18]=1)([C:11]1[CH:12]=[CH:13][CH:14]=[CH:15][CH:16]=1)[C:4]12[CH2:5][CH2:6][N+:1]([CH3:24])([CH2:2][CH2:3]1)[CH2:8][CH2:7]2. The yield is 0.880. (7) The reactants are [I:1][C:2]1[CH:14]=[CH:13][CH:12]=[CH:11][C:3]=1[O:4][CH2:5][C:6]([O:8]CC)=O.[NH2:15][CH2:16][CH:17]([OH:29])[CH2:18][N:19]1[CH2:28][CH2:27][C:26]2[C:21](=[CH:22][CH:23]=[CH:24][CH:25]=2)[CH2:20]1. The catalyst is CCO. The product is [CH2:20]1[C:21]2[C:26](=[CH:25][CH:24]=[CH:23][CH:22]=2)[CH2:27][CH2:28][N:19]1[CH2:18][CH:17]([OH:29])[CH2:16][NH:15][C:6](=[O:8])[CH2:5][O:4][C:3]1[CH:11]=[CH:12][CH:13]=[CH:14][C:2]=1[I:1]. The yield is 0.950.